The task is: Predict the reaction yield, written as a fraction of the theoretical maximum amount of product (1.0 means a 100% yield; for example, 0.34 means a 34% yield).. This data is from Reaction yield outcomes from USPTO patents with 853,638 reactions. (1) The reactants are [CH2:1]([C:13]1[CH:19]=[CH:18][C:16]([NH2:17])=CC=1)[CH2:2][CH2:3]CCCCCCCCC.[NH:20]1[CH:24]=[CH:23][N:22]=[CH:21]1.C(Cl)(=O)C=C.C([O-])(O)=O.[Na+].C([N:37](CC)CC)C. The catalyst is C1COCC1.ClCCl. The product is [CH2:13]1[CH2:1][CH2:2][CH2:3][N:17]([CH2:24][CH2:23][N:22]=[C:21]([NH2:37])[NH2:20])[CH2:16][CH2:18][CH2:19]1. The yield is 0.950. (2) The reactants are FC(F)(F)C(O)=O.FC(F)(F)C(O)=O.[NH2:15][CH2:16][CH2:17][N:18]1[CH2:23][CH2:22][N:21]([C:24]2[C:25]3[S:32][C:31]([C:33]([NH2:35])=[O:34])=[CH:30][C:26]=3[N:27]=[CH:28][N:29]=2)[CH2:20][CH2:19]1.CN(C(ON1N=NC2C=CC=NC1=2)=[N+](C)C)C.F[P-](F)(F)(F)(F)F.[CH2:60]([O:67][P:68]([O:78][C:79]1[CH:80]=[C:81]([CH:85]=[CH:86][CH:87]=1)[C:82](O)=[O:83])([O:70][CH2:71][C:72]1[CH:77]=[CH:76][CH:75]=[CH:74][CH:73]=1)=[O:69])[C:61]1[CH:66]=[CH:65][CH:64]=[CH:63][CH:62]=1. The catalyst is CN(C=O)C.C(Cl)Cl. The product is [P:68]([O:78][C:79]1[CH:87]=[CH:86][CH:85]=[C:81]([C:82](=[O:83])[NH:15][CH2:16][CH2:17][N:18]2[CH2:23][CH2:22][N:21]([C:24]3[C:25]4[S:32][C:31]([C:33](=[O:34])[NH2:35])=[CH:30][C:26]=4[N:27]=[CH:28][N:29]=3)[CH2:20][CH2:19]2)[CH:80]=1)([O:70][CH2:71][C:72]1[CH:77]=[CH:76][CH:75]=[CH:74][CH:73]=1)([O:67][CH2:60][C:61]1[CH:66]=[CH:65][CH:64]=[CH:63][CH:62]=1)=[O:69]. The yield is 0.370. (3) The reactants are Br[C:2]1[CH:3]=[CH:4][C:5]2[N:9]=[C:8]([C:10]3[CH:15]=[C:14]([C:16]([F:19])([F:18])[F:17])[CH:13]=[CH:12][N:11]=3)[N:7]([CH2:20][O:21][CH2:22][CH2:23][Si:24]([CH3:27])([CH3:26])[CH3:25])[C:6]=2[CH:28]=1.[CH3:29][C:30]1([CH3:46])[C:34]([CH3:36])([CH3:35])[O:33][B:32]([B:32]2[O:33][C:34]([CH3:36])([CH3:35])[C:30]([CH3:46])([CH3:29])[O:31]2)[O:31]1.CC([O-])=O.[K+]. The catalyst is O1CCOCC1.C1C=CC(/C=C/C(/C=C/C2C=CC=CC=2)=O)=CC=1.C1C=CC(/C=C/C(/C=C/C2C=CC=CC=2)=O)=CC=1.C1C=CC(/C=C/C(/C=C/C2C=CC=CC=2)=O)=CC=1.[Pd].[Pd]. The product is [CH3:29][C:30]1([CH3:46])[C:34]([CH3:36])([CH3:35])[O:33][B:32]([C:2]2[CH:3]=[CH:4][C:5]3[N:9]=[C:8]([C:10]4[CH:15]=[C:14]([C:16]([F:19])([F:18])[F:17])[CH:13]=[CH:12][N:11]=4)[N:7]([CH2:20][O:21][CH2:22][CH2:23][Si:24]([CH3:27])([CH3:26])[CH3:25])[C:6]=3[CH:28]=2)[O:31]1. The yield is 0.932. (4) The reactants are [CH2:1]([C:4]1[CH:9]=[N:8][CH:7]=[CH:6][N:5]=1)[CH2:2][CH3:3].C[Si]([N-][Si](C)(C)C)(C)C.[Na+].[C:20]([C:23]1[CH:30]=[CH:29][C:26]([C:27]#[N:28])=[CH:25][CH:24]=1)(=O)[CH3:21].C(=O)(O)[O-:32].[Na+]. The catalyst is O1CCCC1. The product is [CH2:2]([C:1]1[C:4]2[C:9](=[N:8][CH:7]=[CH:6][N:5]=2)[NH:28][C:27]=1[C:26]1[CH:29]=[CH:30][C:23]([CH2:20][CH:21]=[O:32])=[CH:24][CH:25]=1)[CH3:3]. The yield is 0.303. (5) The reactants are S([O:6][CH3:7])(OC)(=O)=O.[OH:8][C:9](=[CH:13][C:14]1[CH:19]=[CH:18][CH:17]=[C:16]([N+:20]([O-:22])=[O:21])[CH:15]=1)[C:10](O)=[O:11].[C:23](=O)([O-])[O-].[Cs+].[Cs+]. The catalyst is CN(C=O)C. The product is [CH3:23][O:8][C:9](=[CH:13][C:14]1[CH:19]=[CH:18][CH:17]=[C:16]([N+:20]([O-:22])=[O:21])[CH:15]=1)[C:10]([O:6][CH3:7])=[O:11]. The yield is 0.670. (6) The reactants are [C:1]([O:5][C:6]([N:8]1[CH2:13][CH2:12][N:11]([C:14]2[CH:22]=[CH:21][CH:20]=[C:19]3[C:15]=2[CH:16]=[CH:17][N:18]3[CH3:23])[CH2:10][CH2:9]1)=[O:7])([CH3:4])([CH3:3])[CH3:2].[Li]C(C)(C)C.[C:29]1([S:35](F)(=[O:37])=[O:36])[CH:34]=[CH:33][CH:32]=[CH:31][CH:30]=1. The product is [C:1]([O:5][C:6]([N:8]1[CH2:13][CH2:12][N:11]([C:14]2[CH:22]=[CH:21][CH:20]=[C:19]3[C:15]=2[CH:16]=[C:17]([S:35]([C:29]2[CH:34]=[CH:33][CH:32]=[CH:31][CH:30]=2)(=[O:37])=[O:36])[N:18]3[CH3:23])[CH2:10][CH2:9]1)=[O:7])([CH3:4])([CH3:3])[CH3:2]. The yield is 0.400. The catalyst is C1COCC1. (7) The reactants are [CH2:1]([N:4]1[CH2:13][CH:12]2[C:14]3[CH:15]=[CH:16][C:17]([O:23][CH3:24])=[C:18]([O:21][CH3:22])[C:19]=3[O:20][C:10]3[C:11]2=[C:6]([CH:7]=[CH:8][CH:9]=3)[CH2:5]1)[CH:2]=[CH2:3]. The catalyst is C(O)C.[Pd]. The product is [CH2:1]([N:4]1[CH2:13][CH:12]2[C:14]3[CH:15]=[CH:16][C:17]([O:23][CH3:24])=[C:18]([O:21][CH3:22])[C:19]=3[O:20][C:10]3[C:11]2=[C:6]([CH:7]=[CH:8][CH:9]=3)[CH2:5]1)[CH2:2][CH3:3]. The yield is 0.910.